From a dataset of Catalyst prediction with 721,799 reactions and 888 catalyst types from USPTO. Predict which catalyst facilitates the given reaction. Reactant: [CH2:1]([O:8][C:9]([N:11]1[CH2:16][CH2:15][C@H:14]([O:17][CH3:18])[CH2:13][C@H:12]1[C:19]1[CH:27]=[CH:26][C:22]([C:23]([OH:25])=[O:24])=[CH:21][CH:20]=1)=[O:10])[C:2]1[CH:7]=[CH:6][CH:5]=[CH:4][CH:3]=1.Cl.O=S(Cl)Cl.[CH3:33]O. Product: [CH3:18][O:17][C@H:14]1[CH2:15][CH2:16][N:11]([C:9]([O:8][CH2:1][C:2]2[CH:7]=[CH:6][CH:5]=[CH:4][CH:3]=2)=[O:10])[C@H:12]([C:19]2[CH:20]=[CH:21][C:22]([C:23]([O:25][CH3:33])=[O:24])=[CH:26][CH:27]=2)[CH2:13]1. The catalyst class is: 2.